This data is from Full USPTO retrosynthesis dataset with 1.9M reactions from patents (1976-2016). The task is: Predict the reactants needed to synthesize the given product. (1) Given the product [C:3]([C:6]1[N:11]=[C:10]([C:12]2[CH:13]=[CH:14][C:15]([C:18]3[CH:23]=[C:22]([CH3:24])[C:21]([CH2:25][C:26]([OH:28])=[O:27])=[CH:20][C:19]=3[Cl:31])=[CH:16][CH:17]=2)[C:9]([CH3:32])=[N:8][C:7]=1[CH3:33])(=[O:5])[NH2:4], predict the reactants needed to synthesize it. The reactants are: [OH-].[K+].[C:3]([C:6]1[N:11]=[C:10]([C:12]2[CH:17]=[CH:16][C:15]([C:18]3[CH:23]=[C:22]([CH3:24])[C:21]([CH2:25][C:26]([O:28]CC)=[O:27])=[CH:20][C:19]=3[Cl:31])=[CH:14][CH:13]=2)[C:9]([CH3:32])=[N:8][C:7]=1[CH3:33])(=[O:5])[NH2:4].Cl. (2) Given the product [Br:1][C:2]1[CH:7]=[CH:6][C:5]([CH:8]([NH:16][CH2:15][CH2:14][CH2:13][O:12][CH3:11])[CH3:9])=[CH:4][CH:3]=1, predict the reactants needed to synthesize it. The reactants are: [Br:1][C:2]1[CH:7]=[CH:6][C:5]([C:8](=O)[CH3:9])=[CH:4][CH:3]=1.[CH3:11][O:12][CH2:13][CH2:14][CH2:15][NH2:16].[BH4-].[Na+].N. (3) Given the product [CH2:2]([CH:9]1[C:15]2[CH:16]=[C:17]([O:20][CH2:21][CH2:22][NH:23][S:44]([C:42]3[N:41]=[CH:40][N:39]([CH3:38])[CH:43]=3)(=[O:46])=[O:45])[CH:18]=[CH:19][C:14]=2[CH2:13][CH2:12][CH2:11][N:10]1[C:24]([O:26][CH2:27][CH3:28])=[O:25])[C:3]1[CH:8]=[CH:7][CH:6]=[CH:5][CH:4]=1, predict the reactants needed to synthesize it. The reactants are: [Cl-].[CH2:2]([CH:9]1[C:15]2[CH:16]=[C:17]([O:20][CH2:21][CH2:22][NH3+:23])[CH:18]=[CH:19][C:14]=2[CH2:13][CH2:12][CH2:11][N:10]1[C:24]([O:26][CH2:27][CH3:28])=[O:25])[C:3]1[CH:8]=[CH:7][CH:6]=[CH:5][CH:4]=1.CN(C1C=CC=CN=1)C.[CH3:38][N:39]1[CH:43]=[C:42]([S:44](Cl)(=[O:46])=[O:45])[N:41]=[CH:40]1. (4) Given the product [Br:1][C:2]1[CH:3]=[CH:4][C:5]([C:8]2[O:12][N:11]=[C:10]([CH3:13])[C:9]=2[NH:19][C:17]2[O:48][C:41]([C:42]3[CH:47]=[CH:46][CH:45]=[CH:44][CH:43]=3)=[N:49][N:50]=2)=[CH:6][CH:7]=1, predict the reactants needed to synthesize it. The reactants are: [Br:1][C:2]1[CH:7]=[CH:6][C:5]([C:8]2[O:12][N:11]=[C:10]([CH3:13])[C:9]=2C(O)=O)=[CH:4][CH:3]=1.[CH2:17]([N:19](CC)CC)C.C1(P(N=[N+]=[N-])(C2C=CC=CC=2)=O)C=CC=CC=1.[C:41]([NH:49][NH2:50])(=[O:48])[C:42]1[CH:47]=[CH:46][CH:45]=[CH:44][CH:43]=1.O(Cl)Cl.[P+5]. (5) Given the product [C:37]([C:25]1[CH:26]=[C:27]2[C:22](=[CH:23][CH:24]=1)[NH:21][CH:20]([C:12]1[CH:13]=[C:14]([O:18][CH3:19])[C:15]([OH:17])=[CH:16][C:11]=1[O:10][C:7]1[CH:6]=[CH:5][C:4]([C:3]([OH:40])=[O:2])=[CH:9][CH:8]=1)[CH:29]1[CH2:30][C:31]3[C:36]([CH:28]21)=[CH:35][CH:34]=[CH:33][CH:32]=3)(=[NH:38])[NH2:39], predict the reactants needed to synthesize it. The reactants are: C[O:2][C:3](=[O:40])[C:4]1[CH:9]=[CH:8][C:7]([O:10][C:11]2[CH:16]=[C:15]([OH:17])[C:14]([O:18][CH3:19])=[CH:13][C:12]=2[CH:20]2[CH:29]3[CH2:30][C:31]4[C:36]([CH:28]3[C:27]3[C:22](=[CH:23][CH:24]=[C:25]([C:37](=[NH:39])[NH2:38])[CH:26]=3)[NH:21]2)=[CH:35][CH:34]=[CH:33][CH:32]=4)=[CH:6][CH:5]=1.O.[OH-].[Li+].